The task is: Predict the product of the given reaction.. This data is from Forward reaction prediction with 1.9M reactions from USPTO patents (1976-2016). (1) Given the reactants [F:1][C:2]1[C:3]([C:22]([NH:24][CH3:25])=[O:23])=[CH:4][C:5]2[NH:9][C:8](=[O:10])[N:7]([CH:11]3[CH2:16][CH2:15][N:14]([CH2:17][C:18](O)=[O:19])[CH2:13][CH2:12]3)[C:6]=2[CH:21]=1.C(N(CC)CC)C.[ClH:33].[CH3:34][C:35]1([CH3:41])[CH2:40][CH2:39][NH:38][CH2:37][CH2:36]1.F[P-](F)(F)(F)(F)F.N1(O[P+](N2CCCC2)(N2CCCC2)N2CCCC2)C2C=CC=CC=2N=N1, predict the reaction product. The product is: [Cl-:33].[CH3:34][C:35]1([CH3:41])[CH2:40][CH2:39][N:38]([C:18](=[O:19])[CH2:17][NH+:14]2[CH2:13][CH2:12][CH:11]([N:7]3[C:6]4[CH:21]=[C:2]([F:1])[C:3]([C:22]([NH:24][CH3:25])=[O:23])=[CH:4][C:5]=4[NH:9][C:8]3=[O:10])[CH2:16][CH2:15]2)[CH2:37][CH2:36]1. (2) Given the reactants [C:1]([N:4]1[C:13]2[C:8](=[CH:9][C:10]([Br:17])=[C:11]([N+:14]([O-])=O)[CH:12]=2)[N:7]([C:18]([O:20][CH:21]([CH3:23])[CH3:22])=[O:19])[CH2:6][C@@H:5]1[CH3:24])(=[O:3])[CH3:2].C(N1C2C(=CC(C3C=NN(C4CC4)C=3)=C(N)C=2)N(C(OC(C)C)=O)C[C@@H]1C)(=O)C, predict the reaction product. The product is: [C:1]([N:4]1[C:13]2[C:8](=[CH:9][C:10]([Br:17])=[C:11]([NH2:14])[CH:12]=2)[N:7]([C:18]([O:20][CH:21]([CH3:23])[CH3:22])=[O:19])[CH2:6][C@@H:5]1[CH3:24])(=[O:3])[CH3:2].